This data is from Peptide-MHC class I binding affinity with 185,985 pairs from IEDB/IMGT. The task is: Regression. Given a peptide amino acid sequence and an MHC pseudo amino acid sequence, predict their binding affinity value. This is MHC class I binding data. (1) The peptide sequence is WKFDSRLAF. The MHC is HLA-B15:01 with pseudo-sequence HLA-B15:01. The binding affinity (normalized) is 0.576. (2) The peptide sequence is WMRGRGRAL. The MHC is HLA-B18:01 with pseudo-sequence HLA-B18:01. The binding affinity (normalized) is 0.0847. (3) The peptide sequence is SFLTTLSSV. The MHC is H-2-Kd with pseudo-sequence H-2-Kd. The binding affinity (normalized) is 1.00. (4) The peptide sequence is DTRGIFSAY. The MHC is HLA-A02:01 with pseudo-sequence HLA-A02:01. The binding affinity (normalized) is 0.0847. (5) The peptide sequence is FVLANPLMM. The MHC is H-2-Kb with pseudo-sequence H-2-Kb. The binding affinity (normalized) is 0.238.